This data is from Catalyst prediction with 721,799 reactions and 888 catalyst types from USPTO. The task is: Predict which catalyst facilitates the given reaction. Reactant: Cl[C:2]1[C:3](=[O:18])[N:4]([CH:15]([CH3:17])[CH3:16])[S:5](=[O:14])(=[O:13])[C:6]=1[C:7]1[CH:12]=[CH:11][CH:10]=[CH:9][CH:8]=1.[Cl:19][C:20]1[C:21]([N:30]2[CH2:33][CH:32]([NH2:34])[CH2:31]2)=[N:22][CH:23]=[C:24]([C:26]([F:29])([F:28])[F:27])[CH:25]=1. Product: [Cl:19][C:20]1[C:21]([N:30]2[CH2:31][CH:32]([NH:34][C:2]3[C:3](=[O:18])[N:4]([CH:15]([CH3:17])[CH3:16])[S:5](=[O:14])(=[O:13])[C:6]=3[C:7]3[CH:12]=[CH:11][CH:10]=[CH:9][CH:8]=3)[CH2:33]2)=[N:22][CH:23]=[C:24]([C:26]([F:28])([F:29])[F:27])[CH:25]=1. The catalyst class is: 31.